This data is from Catalyst prediction with 721,799 reactions and 888 catalyst types from USPTO. The task is: Predict which catalyst facilitates the given reaction. (1) Reactant: [F:1][C:2]1[CH:15]=[CH:14][C:5]([O:6][C:7]2[CH:13]=[CH:12][C:10]([NH2:11])=[CH:9][CH:8]=2)=[CH:4][C:3]=1[C:16]([F:19])([F:18])[F:17].[CH3:20][N:21]([CH:23]=O)[CH3:22].Br[CH2:26][C:27]([C:29]1[CH:34]=[CH:33][CH:32]=[CH:31][CH:30]=1)=O. Product: [CH2:9]([C:10]1[N:11]([C:10]2[CH:9]=[CH:8][C:7]([O:6][C:5]3[CH:14]=[CH:15][C:2]([F:1])=[C:3]([C:16]([F:17])([F:18])[F:19])[CH:4]=3)=[CH:13][CH:12]=2)[CH:26]=[C:27]([C:29]2[CH:34]=[CH:33][C:32]([O:6][CH:5]3[CH2:14][CH2:22][N:21]([CH3:20])[CH2:23][CH2:4]3)=[CH:31][CH:30]=2)[N:11]=1)[CH2:8][CH2:7][CH3:13]. The catalyst class is: 809. (2) Reactant: [Cl:1][C:2]1[CH:3]=[N:4][N:5]([C:7]2[CH:12]=[CH:11][C:10]([O:13]C)=[CH:9][CH:8]=2)[CH:6]=1.Br. Product: [Cl:1][C:2]1[CH:3]=[N:4][N:5]([C:7]2[CH:12]=[CH:11][C:10]([OH:13])=[CH:9][CH:8]=2)[CH:6]=1. The catalyst class is: 52. (3) Reactant: [CH3:1][N:2]1[CH:6]=[CH:5][N:4]=[CH:3]1.[CH2:7]([Li])[CH2:8][CH2:9][CH3:10].CN(C)C(=O)C.COC(OC)(N(C)C)C.[NH2:27][NH2:28]. Product: [CH3:1][N:2]1[CH:6]=[CH:5][N:4]=[C:3]1[C:7]1[NH:28][N:27]=[C:9]([CH3:10])[CH:8]=1. The catalyst class is: 199. (4) Reactant: Cl[CH:2]([C:7]1[CH:11]=[C:10]([C:12]2[CH:17]=[CH:16][CH:15]=[CH:14][CH:13]=2)[O:9][C:8]=1[CH3:18])[CH2:3][CH:4]([CH3:6])[CH3:5].[NH2:19][C:20]1[CH:29]=[CH:28][C:23]([C:24]([O:26]C)=[O:25])=[CH:22][C:21]=1[CH3:30].C(=O)([O-])[O-].[Na+].[Na+].[I-].[Na+]. Product: [CH3:30][C:21]1[CH:22]=[C:23]([CH:28]=[CH:29][C:20]=1[NH:19][CH:2]([C:7]1[CH:11]=[C:10]([C:12]2[CH:17]=[CH:16][CH:15]=[CH:14][CH:13]=2)[O:9][C:8]=1[CH3:18])[CH2:3][CH:4]([CH3:6])[CH3:5])[C:24]([OH:26])=[O:25]. The catalyst class is: 395. (5) Reactant: Br[C:2]1[CH:10]=[C:9]2[C:5]([CH:6]=[CH:7][NH:8]2)=[CH:4][CH:3]=1.[F:11][C:12]1[CH:17]=[CH:16][C:15](B(O)O)=[CH:14][CH:13]=1.P([O-])([O-])([O-])=O.[K+].[K+].[K+]. Product: [F:11][C:12]1[CH:17]=[CH:16][C:15]([C:2]2[CH:10]=[C:9]3[C:5]([CH:6]=[CH:7][NH:8]3)=[CH:4][CH:3]=2)=[CH:14][CH:13]=1. The catalyst class is: 287. (6) Reactant: [CH2:1]([O:8][C:9]1[CH:14]=[C:13]([O:15][CH2:16][C:17]2[CH:22]=[CH:21][CH:20]=[CH:19][CH:18]=2)[C:12]([N:23]=[N+:24]=[N-:25])=[CH:11][C:10]=1[CH:26]([CH3:28])[CH3:27])[C:2]1[CH:7]=[CH:6][CH:5]=[CH:4][CH:3]=1.[C:29]([C:31]1[CH:36]=[CH:35][C:34]([CH2:37][OH:38])=[CH:33][CH:32]=1)#[CH:30].CCOC(C)=O.O. Product: [CH2:16]([O:15][C:13]1[CH:14]=[C:9]([O:8][CH2:1][C:2]2[CH:3]=[CH:4][CH:5]=[CH:6][CH:7]=2)[C:10]([CH:26]([CH3:28])[CH3:27])=[CH:11][C:12]=1[N:23]1[C:29]([C:31]2[CH:36]=[CH:35][C:34]([CH2:37][OH:38])=[CH:33][CH:32]=2)=[CH:30][N:25]=[N:24]1)[C:17]1[CH:18]=[CH:19][CH:20]=[CH:21][CH:22]=1. The catalyst class is: 3. (7) Reactant: [CH2:1]([C@@H:8]1[CH2:12][O:11][C:10](=[O:13])[N:9]1[C:14](=[O:19])[CH2:15][CH:16]([CH3:18])[CH3:17])[C:2]1[CH:7]=[CH:6][CH:5]=[CH:4][CH:3]=1.CCN(C(C)C)C(C)C.[O:29]1[CH2:34]CCOO1. Product: [CH2:1]([C@@H:8]1[CH2:12][O:11][C:10](=[O:13])[N:9]1[C:14](=[O:19])[C@H:15]([CH2:34][OH:29])[CH:16]([CH3:17])[CH3:18])[C:2]1[CH:3]=[CH:4][CH:5]=[CH:6][CH:7]=1. The catalyst class is: 642. (8) The catalyst class is: 2. Product: [F:26][C:25]([F:28])([F:27])[S:22]([O:12][C:9]1[C:10]2[C:5](=[CH:4][C:3]([C:13]#[N:14])=[C:2]([F:1])[CH:11]=2)[CH:6]=[CH:7][CH:8]=1)(=[O:23])=[O:21]. Reactant: [F:1][C:2]1[C:3]([C:13]#[N:14])=[CH:4][C:5]2[C:10]([CH:11]=1)=[C:9]([OH:12])[CH:8]=[CH:7][CH:6]=2.N1C=CC=CC=1.[O:21](S(C(F)(F)F)(=O)=O)[S:22]([C:25]([F:28])([F:27])[F:26])(=O)=[O:23].